Dataset: Forward reaction prediction with 1.9M reactions from USPTO patents (1976-2016). Task: Predict the product of the given reaction. (1) Given the reactants [H-].[Na+].[CH2:3]([OH:25])[CH2:4][CH2:5][CH2:6][CH2:7][CH2:8][CH2:9][CH2:10][CH2:11][CH2:12][CH2:13][CH2:14][CH2:15][CH2:16][CH2:17][CH2:18][CH2:19][CH2:20][CH2:21][CH2:22][CH2:23][CH3:24].[Br:26][CH2:27][CH2:28][CH2:29][CH2:30][CH2:31][CH2:32][CH2:33][CH2:34][CH2:35][CH2:36][CH2:37][CH2:38]Br.Cl, predict the reaction product. The product is: [CH2:3]([O:25][CH2:38][CH2:37][CH2:36][CH2:35][CH2:34][CH2:33][CH2:32][CH2:31][CH2:30][CH2:29][CH2:28][CH2:27][Br:26])[CH2:4][CH2:5][CH2:6][CH2:7][CH2:8][CH2:9][CH2:10][CH2:11][CH2:12][CH2:13][CH2:14][CH2:15][CH2:16][CH2:17][CH2:18][CH2:19][CH2:20][CH2:21][CH2:22][CH2:23][CH3:24]. (2) Given the reactants [N:1]1([CH2:6][CH2:7][CH2:8][CH2:9][C:10]2[CH:15]=[CH:14][C:13]([OH:16])=[CH:12][CH:11]=2)[CH:5]=[CH:4][N:3]=[N:2]1.Cl[CH2:18][C:19]1[N:20]=[C:21](/[CH:24]=[CH:25]/[C:26]2[CH:31]=[CH:30][C:29]([C:32]([F:35])([F:34])[F:33])=[CH:28][CH:27]=2)[O:22][CH:23]=1.C(=O)([O-])[O-].[K+].[K+].O, predict the reaction product. The product is: [F:35][C:32]([F:33])([F:34])[C:29]1[CH:30]=[CH:31][C:26](/[CH:25]=[CH:24]/[C:21]2[O:22][CH:23]=[C:19]([CH2:18][O:16][C:13]3[CH:12]=[CH:11][C:10]([CH2:9][CH2:8][CH2:7][CH2:6][N:1]4[CH:5]=[CH:4][N:3]=[N:2]4)=[CH:15][CH:14]=3)[N:20]=2)=[CH:27][CH:28]=1.